From a dataset of Catalyst prediction with 721,799 reactions and 888 catalyst types from USPTO. Predict which catalyst facilitates the given reaction. (1) Reactant: [F:1][C:2]1[CH:10]=[C:9]2[C:5]([CH:6]=[CH:7][NH:8]2)=[CH:4][CH:3]=1.[C:11](Cl)([C:13](Cl)=[O:14])=[O:12].[CH3:17][CH2:18][OH:19].C([O-])(O)=O.[Na+]. Product: [CH2:18]([O:19][C:13](=[O:14])[C:11]([C:6]1[C:5]2[C:9](=[CH:10][C:2]([F:1])=[CH:3][CH:4]=2)[NH:8][CH:7]=1)=[O:12])[CH3:17]. The catalyst class is: 1. (2) Reactant: [Si]([O:8][CH:9]([C:22]1[N:23]=[N:24][N:25]([C:27]2[CH:32]=[CH:31][CH:30]=[CH:29][N:28]=2)[N:26]=1)[CH2:10][CH2:11][CH2:12][CH2:13][CH2:14][CH2:15][C:16]1[CH:21]=[CH:20][CH:19]=[CH:18][CH:17]=1)(C(C)(C)C)(C)C.[N+](CCCC)(CCCC)(CCCC)CCCC.[F-]. The catalyst class is: 49. Product: [C:16]1([CH2:15][CH2:14][CH2:13][CH2:12][CH2:11][CH2:10][CH:9]([C:22]2[N:23]=[N:24][N:25]([C:27]3[CH:32]=[CH:31][CH:30]=[CH:29][N:28]=3)[N:26]=2)[OH:8])[CH:21]=[CH:20][CH:19]=[CH:18][CH:17]=1. (3) Reactant: [N+:1]([C:4]1[CH:5]=[CH:6][C:7]2[O:11][C:10]([C:12]3[CH:17]=[CH:16][C:15]([C:18]4[CH:23]=[C:22]([O:24][CH3:25])[C:21]([O:26][CH3:27])=[C:20]([O:28][CH3:29])[CH:19]=4)=[CH:14][CH:13]=3)=[N:9][C:8]=2[CH:30]=1)([O-])=O.C(OCC)(=O)C. Product: [CH3:25][O:24][C:22]1[CH:23]=[C:18]([C:15]2[CH:16]=[CH:17][C:12]([C:10]3[O:11][C:7]4[CH:6]=[CH:5][C:4]([NH2:1])=[CH:30][C:8]=4[N:9]=3)=[CH:13][CH:14]=2)[CH:19]=[C:20]([O:28][CH3:29])[C:21]=1[O:26][CH3:27]. The catalyst class is: 19. (4) Reactant: [CH3:1][C@H:2]1[CH2:6][CH2:5][CH2:4][N:3]1[C:7]1[CH:8]=[C:9]([NH:13][C:14]2[C:15]3[N:31]=[CH:30][S:29][C:16]=3[N:17]=[C:18]([C:20]3[CH:28]=[CH:27][C:23]([C:24]([OH:26])=O)=[CH:22][CH:21]=3)[N:19]=2)[CH:10]=[CH:11][CH:12]=1.[CH3:32][N:33]([CH3:37])[CH2:34][CH2:35][NH2:36].CCN=C=NCCCN(C)C. Product: [CH3:32][N:33]([CH3:37])[CH2:34][CH2:35][NH:36][C:24](=[O:26])[C:23]1[CH:22]=[CH:21][C:20]([C:18]2[N:19]=[C:14]([NH:13][C:9]3[CH:10]=[CH:11][CH:12]=[C:7]([N:3]4[CH2:4][CH2:5][CH2:6][C@@H:2]4[CH3:1])[CH:8]=3)[C:15]3[N:31]=[CH:30][S:29][C:16]=3[N:17]=2)=[CH:28][CH:27]=1. The catalyst class is: 2. (5) Reactant: [CH2:1]([Mg]Cl)[CH2:2][CH2:3][CH3:4].[O:7]=[C:8]1[CH2:13][CH2:12][N:11]([C:14]([O:16][C:17]([CH3:20])([CH3:19])[CH3:18])=[O:15])[CH2:10][CH2:9]1.O.Cl. Product: [CH2:1]([C:8]1([OH:7])[CH2:9][CH2:10][N:11]([C:14]([O:16][C:17]([CH3:19])([CH3:18])[CH3:20])=[O:15])[CH2:12][CH2:13]1)[CH2:2][CH2:3][CH3:4]. The catalyst class is: 7.